From a dataset of NCI-60 drug combinations with 297,098 pairs across 59 cell lines. Regression. Given two drug SMILES strings and cell line genomic features, predict the synergy score measuring deviation from expected non-interaction effect. Drug 1: CN1C(=O)N2C=NC(=C2N=N1)C(=O)N. Drug 2: C1=NC(=NC(=O)N1C2C(C(C(O2)CO)O)O)N. Cell line: UACC-257. Synergy scores: CSS=0.176, Synergy_ZIP=-0.474, Synergy_Bliss=-1.47, Synergy_Loewe=-11.0, Synergy_HSA=-5.06.